From a dataset of NCI-60 drug combinations with 297,098 pairs across 59 cell lines. Regression. Given two drug SMILES strings and cell line genomic features, predict the synergy score measuring deviation from expected non-interaction effect. (1) Drug 1: CC1C(C(CC(O1)OC2CC(CC3=C2C(=C4C(=C3O)C(=O)C5=C(C4=O)C(=CC=C5)OC)O)(C(=O)C)O)N)O.Cl. Drug 2: C1CC(=O)NC(=O)C1N2C(=O)C3=CC=CC=C3C2=O. Cell line: SN12C. Synergy scores: CSS=25.8, Synergy_ZIP=7.42, Synergy_Bliss=16.6, Synergy_Loewe=4.66, Synergy_HSA=16.4. (2) Drug 1: COC1=C(C=C2C(=C1)N=CN=C2NC3=CC(=C(C=C3)F)Cl)OCCCN4CCOCC4. Drug 2: C(CC(=O)O)C(=O)CN.Cl. Cell line: UACC-257. Synergy scores: CSS=9.22, Synergy_ZIP=-5.38, Synergy_Bliss=-6.49, Synergy_Loewe=-9.35, Synergy_HSA=-5.16. (3) Synergy scores: CSS=33.0, Synergy_ZIP=-14.0, Synergy_Bliss=-6.76, Synergy_Loewe=-4.45, Synergy_HSA=-1.60. Cell line: MCF7. Drug 2: CC1=C2C(C(=O)C3(C(CC4C(C3C(C(C2(C)C)(CC1OC(=O)C(C(C5=CC=CC=C5)NC(=O)OC(C)(C)C)O)O)OC(=O)C6=CC=CC=C6)(CO4)OC(=O)C)O)C)O. Drug 1: C1=CC(=CC=C1CCCC(=O)O)N(CCCl)CCCl. (4) Drug 1: CC1C(C(CC(O1)OC2CC(OC(C2O)C)OC3=CC4=CC5=C(C(=O)C(C(C5)C(C(=O)C(C(C)O)O)OC)OC6CC(C(C(O6)C)O)OC7CC(C(C(O7)C)O)OC8CC(C(C(O8)C)O)(C)O)C(=C4C(=C3C)O)O)O)O. Drug 2: C(=O)(N)NO. Cell line: UO-31. Synergy scores: CSS=17.4, Synergy_ZIP=2.51, Synergy_Bliss=4.14, Synergy_Loewe=-14.9, Synergy_HSA=5.06. (5) Drug 1: CCN(CC)CCNC(=O)C1=C(NC(=C1C)C=C2C3=C(C=CC(=C3)F)NC2=O)C. Drug 2: CS(=O)(=O)OCCCCOS(=O)(=O)C. Cell line: COLO 205. Synergy scores: CSS=6.31, Synergy_ZIP=-4.07, Synergy_Bliss=2.17, Synergy_Loewe=0.812, Synergy_HSA=-0.210. (6) Drug 1: CNC(=O)C1=CC=CC=C1SC2=CC3=C(C=C2)C(=NN3)C=CC4=CC=CC=N4. Drug 2: C(CN)CNCCSP(=O)(O)O. Cell line: HOP-62. Synergy scores: CSS=2.16, Synergy_ZIP=1.25, Synergy_Bliss=1.37, Synergy_Loewe=-0.224, Synergy_HSA=-1.25. (7) Drug 1: CC=C1C(=O)NC(C(=O)OC2CC(=O)NC(C(=O)NC(CSSCCC=C2)C(=O)N1)C(C)C)C(C)C. Drug 2: N.N.Cl[Pt+2]Cl. Cell line: MALME-3M. Synergy scores: CSS=61.5, Synergy_ZIP=1.44, Synergy_Bliss=0.0335, Synergy_Loewe=-1.10, Synergy_HSA=3.67. (8) Drug 1: CC1=C(N=C(N=C1N)C(CC(=O)N)NCC(C(=O)N)N)C(=O)NC(C(C2=CN=CN2)OC3C(C(C(C(O3)CO)O)O)OC4C(C(C(C(O4)CO)O)OC(=O)N)O)C(=O)NC(C)C(C(C)C(=O)NC(C(C)O)C(=O)NCCC5=NC(=CS5)C6=NC(=CS6)C(=O)NCCC[S+](C)C)O. Drug 2: C1C(C(OC1N2C=NC(=NC2=O)N)CO)O. Cell line: KM12. Synergy scores: CSS=29.6, Synergy_ZIP=-12.9, Synergy_Bliss=-7.79, Synergy_Loewe=0.158, Synergy_HSA=0.909. (9) Drug 1: COC1=C(C=C2C(=C1)N=CN=C2NC3=CC(=C(C=C3)F)Cl)OCCCN4CCOCC4. Drug 2: CCCS(=O)(=O)NC1=C(C(=C(C=C1)F)C(=O)C2=CNC3=C2C=C(C=N3)C4=CC=C(C=C4)Cl)F. Cell line: MDA-MB-435. Synergy scores: CSS=35.3, Synergy_ZIP=1.09, Synergy_Bliss=4.01, Synergy_Loewe=-2.58, Synergy_HSA=5.94. (10) Drug 1: CC1=C2C(C(=O)C3(C(CC4C(C3C(C(C2(C)C)(CC1OC(=O)C(C(C5=CC=CC=C5)NC(=O)OC(C)(C)C)O)O)OC(=O)C6=CC=CC=C6)(CO4)OC(=O)C)O)C)O. Drug 2: CNC(=O)C1=NC=CC(=C1)OC2=CC=C(C=C2)NC(=O)NC3=CC(=C(C=C3)Cl)C(F)(F)F. Cell line: COLO 205. Synergy scores: CSS=35.1, Synergy_ZIP=20.3, Synergy_Bliss=19.1, Synergy_Loewe=12.8, Synergy_HSA=13.0.